This data is from Peptide-MHC class I binding affinity with 185,985 pairs from IEDB/IMGT. The task is: Regression. Given a peptide amino acid sequence and an MHC pseudo amino acid sequence, predict their binding affinity value. This is MHC class I binding data. (1) The peptide sequence is YSKPWMAFF. The MHC is HLA-A31:01 with pseudo-sequence HLA-A31:01. The binding affinity (normalized) is 0.0847. (2) The peptide sequence is SLLHESTLK. The MHC is HLA-A02:03 with pseudo-sequence HLA-A02:03. The binding affinity (normalized) is 0.0847. (3) The peptide sequence is GPIGKLIA. The MHC is HLA-A02:03 with pseudo-sequence HLA-A02:03. The binding affinity (normalized) is 0. (4) The peptide sequence is FKYDSTKPL. The MHC is HLA-A29:02 with pseudo-sequence HLA-A29:02. The binding affinity (normalized) is 0.0847. (5) The peptide sequence is YSDPKRFFL. The MHC is HLA-A30:02 with pseudo-sequence HLA-A30:02. The binding affinity (normalized) is 0.588. (6) The peptide sequence is AVFDRKSDAK. The MHC is HLA-A68:02 with pseudo-sequence HLA-A68:02. The binding affinity (normalized) is 0.